This data is from Reaction yield outcomes from USPTO patents with 853,638 reactions. The task is: Predict the reaction yield, written as a fraction of the theoretical maximum amount of product (1.0 means a 100% yield; for example, 0.34 means a 34% yield). (1) The reactants are [NH2:1][C:2]1[CH:6]=[C:5]([OH:7])[NH:4][N:3]=1.C1(P(C2C=CC=CC=2)C2C=CC=CC=2)C=CC=CC=1.CC(OC(/N=N/C(OC(C)C)=O)=O)C.[F:41][C:42]1[C:43]([CH2:50]O)=[CH:44][C:45]([O:48][CH3:49])=[N:46][CH:47]=1. The catalyst is C(Cl)Cl.C1COCC1. The product is [F:41][C:42]1[C:43]([CH2:50][O:7][C:5]2[NH:4][N:3]=[C:2]([NH2:1])[CH:6]=2)=[CH:44][C:45]([O:48][CH3:49])=[N:46][CH:47]=1. The yield is 0.260. (2) The reactants are [NH2:1][C:2]1[CH:9]=[CH:8][C:7]([Cl:10])=[CH:6][C:3]=1[CH:4]=O.[C:11]([CH:16]=P(C1C=CC=CC=1)(C1C=CC=CC=1)C1C=CC=CC=1)([O:13][CH2:14][CH3:15])=[O:12]. The catalyst is C1C=CC=CC=1.CCOCC. The product is [CH2:14]([O:13][C:11](=[O:12])[CH:16]=[CH:4][C:3]1[CH:6]=[C:7]([Cl:10])[CH:8]=[CH:9][C:2]=1[NH2:1])[CH3:15]. The yield is 0.950. (3) The reactants are [CH3:1][C:2]1([O:5][CH2:4]1)[CH3:3].[CH2:6]([NH2:13])[C:7]1[CH:12]=[CH:11][CH:10]=[CH:9][CH:8]=1. The catalyst is CO. The product is [CH2:6]([NH:13][CH2:4][C:2]([CH3:3])([OH:5])[CH3:1])[C:7]1[CH:12]=[CH:11][CH:10]=[CH:9][CH:8]=1. The yield is 0.860. (4) The reactants are [CH:1]1([CH2:6][CH:7]([C:18]2[NH:30][C:21]3=[N:22][CH:23]=[C:24]([CH2:26][C:27]([OH:29])=O)[CH:25]=[C:20]3[CH:19]=2)[C:8]2[CH:13]=[CH:12][C:11]([S:14]([CH3:17])(=[O:16])=[O:15])=[CH:10][CH:9]=2)[CH2:5][CH2:4][CH2:3][CH2:2]1.Cl.[CH3:32][NH:33][CH3:34].CN1CCOCC1.O.ON1C2C=CC=CC=2N=N1.Cl.CN(C)CCCN=C=NCC. The catalyst is CN(C)C=O.C(OCC)(=O)C. The product is [CH:1]1([CH2:6][CH:7]([C:18]2[NH:30][C:21]3=[N:22][CH:23]=[C:24]([CH2:26][C:27]([N:33]([CH3:34])[CH3:32])=[O:29])[CH:25]=[C:20]3[CH:19]=2)[C:8]2[CH:9]=[CH:10][C:11]([S:14]([CH3:17])(=[O:15])=[O:16])=[CH:12][CH:13]=2)[CH2:5][CH2:4][CH2:3][CH2:2]1. The yield is 0.560. (5) The reactants are Cl.FC1C=C(C=CC=1)CN1C=C(C2C3C(=NC=C(C4C=CC(C5CCNCC5)=CC=4)C=3)N(S(C3C=CC(C)=CC=3)(=O)=O)C=2)C=N1.[F:46][C:47]1[CH:48]=[C:49]([CH:93]=[CH:94][CH:95]=1)[CH2:50][N:51]1[C:55]([CH3:56])=[C:54]([C:57]2[C:65]3[C:60](=[N:61][CH:62]=[C:63]([C:66]4[CH:67]=[C:68]([O:80][CH3:81])[C:69]([NH:72][C:73](=[O:79])[O:74][C:75]([CH3:78])([CH3:77])[CH3:76])=[N:70][CH:71]=4)[CH:64]=3)[N:59](S(C3C=CC(C)=CC=3)(=O)=O)[CH:58]=2)[C:53]([CH3:92])=[N:52]1.[OH-].[Li+]. The catalyst is C1COCC1.CO.O. The product is [F:46][C:47]1[CH:48]=[C:49]([CH:93]=[CH:94][CH:95]=1)[CH2:50][N:51]1[C:55]([CH3:56])=[C:54]([C:57]2[C:65]3[C:60](=[N:61][CH:62]=[C:63]([C:66]4[CH:67]=[C:68]([O:80][CH3:81])[C:69]([NH:72][C:73](=[O:79])[O:74][C:75]([CH3:78])([CH3:77])[CH3:76])=[N:70][CH:71]=4)[CH:64]=3)[NH:59][CH:58]=2)[C:53]([CH3:92])=[N:52]1. The yield is 0.645. (6) The reactants are [F:1][C:2]1[CH:7]=[CH:6][C:5]([F:8])=[CH:4][C:3]=1[C:9]1[S:13][C:12]([CH2:21][CH2:22][CH2:23][NH:24]C(=O)OC(C)(C)C)([C:14]2[CH:19]=[CH:18][CH:17]=[C:16]([OH:20])[CH:15]=2)[N:11]([C:32]2[S:33][C:34]([CH3:37])=[N:35][N:36]=2)[N:10]=1.Cl.CCOCC. The catalyst is CCOCC.C(Cl)Cl. The product is [NH2:24][CH2:23][CH2:22][CH2:21][C:12]1([C:14]2[CH:15]=[C:16]([OH:20])[CH:17]=[CH:18][CH:19]=2)[N:11]([C:32]2[S:33][C:34]([CH3:37])=[N:35][N:36]=2)[N:10]=[C:9]([C:3]2[CH:4]=[C:5]([F:8])[CH:6]=[CH:7][C:2]=2[F:1])[S:13]1. The yield is 0.740.